This data is from Catalyst prediction with 721,799 reactions and 888 catalyst types from USPTO. The task is: Predict which catalyst facilitates the given reaction. (1) Reactant: [CH3:1][O:2][C:3]1[CH:8]=[CH:7][C:6]([C:9]2[CH:10]=[C:11](C=O)[O:12][C:13]=2[C:14]2[CH:19]=[CH:18][CH:17]=[CH:16][CH:15]=2)=[CH:5][CH:4]=1.[C:22](O)(=O)[CH2:23][C:24]([OH:26])=[O:25].Cl. Product: [CH3:1][O:2][C:3]1[CH:4]=[CH:5][C:6]([C:9]2[CH:10]=[C:11](/[CH:22]=[CH:23]/[C:24]([OH:26])=[O:25])[O:12][C:13]=2[C:14]2[CH:15]=[CH:16][CH:17]=[CH:18][CH:19]=2)=[CH:7][CH:8]=1. The catalyst class is: 17. (2) Reactant: [C:1]([O:5][C:6]([N:8]1[CH2:13][CH2:12][CH:11]([N:14]([C@H:24]([C:27]2[CH:32]=[CH:31][CH:30]=[CH:29][CH:28]=2)[CH2:25]O)[C:15]([NH:17][C:18]2[CH:19]=[N:20][CH:21]=[CH:22][CH:23]=2)=[O:16])[CH2:10][CH2:9]1)=[O:7])([CH3:4])([CH3:3])[CH3:2].CS(Cl)(=O)=O. Product: [C:1]([O:5][C:6]([N:8]1[CH2:13][CH2:12][CH:11]([N:14]2[C@H:24]([C:27]3[CH:28]=[CH:29][CH:30]=[CH:31][CH:32]=3)[CH2:25][O:16][C:15]2=[N:17][C:18]2[CH:19]=[N:20][CH:21]=[CH:22][CH:23]=2)[CH2:10][CH2:9]1)=[O:7])([CH3:3])([CH3:4])[CH3:2]. The catalyst class is: 347. (3) Reactant: [CH3:1][C:2]([C:4]1[CH:9]=[CH:8][CH:7]=[C:6]([C:10]([F:13])([F:12])[F:11])[CH:5]=1)=[O:3].[I-:14].[CH3:15][N+:16](=[CH2:18])[CH3:17].Cl. Product: [IH:14].[CH3:15][N:16]([CH3:18])[CH2:17][CH2:1][C:2]([C:4]1[CH:9]=[CH:8][CH:7]=[C:6]([C:10]([F:11])([F:12])[F:13])[CH:5]=1)=[O:3]. The catalyst class is: 8. (4) Reactant: [F:1][C:2]1[CH:10]=[C:9]([O:11][CH3:12])[CH:8]=[CH:7][C:3]=1[C:4]([OH:6])=[O:5].[Br:13]Br.S([O-])([O-])=O.[Na+].[Na+].O. Product: [Br:13][C:8]1[C:9]([O:11][CH3:12])=[CH:10][C:2]([F:1])=[C:3]([CH:7]=1)[C:4]([OH:6])=[O:5]. The catalyst class is: 15.